From a dataset of Full USPTO retrosynthesis dataset with 1.9M reactions from patents (1976-2016). Predict the reactants needed to synthesize the given product. (1) Given the product [CH2:1]([N:8]1[CH2:13][CH2:12][C:11]2[CH:14]=[C:15]([OH:17])[N:23]=[N:22][C:10]=2[CH2:9]1)[C:2]1[CH:7]=[CH:6][CH:5]=[CH:4][CH:3]=1, predict the reactants needed to synthesize it. The reactants are: [CH2:1]([N:8]1[CH2:13][CH2:12][CH:11]([CH2:14][C:15]([O:17]CC)=O)[C:10](=O)[CH2:9]1)[C:2]1[CH:7]=[CH:6][CH:5]=[CH:4][CH:3]=1.O.[NH2:22][NH2:23].BrBr.C([O-])(O)=O.[Na+]. (2) The reactants are: Br[C:2]1[CH:7]=[CH:6][C:5]([S:8]([N:11]2[CH2:26][CH2:25][C:14]3([O:19][CH2:18][C:17](=[O:20])[N:16]([CH:21]4[CH2:24][O:23][CH2:22]4)[CH2:15]3)[CH2:13][CH2:12]2)(=[O:10])=[O:9])=[CH:4][CH:3]=1.CC1(C)C(C)(C)OB([C:35]2[CH:44]=[C:43]3[C:38]([CH:39]=[CH:40][CH:41]=[N:42]3)=[CH:37][CH:36]=2)O1.C(=O)([O-])[O-].[K+].[K+].CO. Given the product [O:23]1[CH2:24][CH:21]([N:16]2[CH2:15][C:14]3([CH2:25][CH2:26][N:11]([S:8]([C:5]4[CH:6]=[CH:7][C:2]([C:35]5[CH:44]=[C:43]6[C:38]([CH:39]=[CH:40][CH:41]=[N:42]6)=[CH:37][CH:36]=5)=[CH:3][CH:4]=4)(=[O:10])=[O:9])[CH2:12][CH2:13]3)[O:19][CH2:18][C:17]2=[O:20])[CH2:22]1, predict the reactants needed to synthesize it. (3) Given the product [C@@H:23]1([O:22][C@@H:16]2[C@@H:15]([CH2:46][OH:47])[O:14][C@@H:9]([O:10][CH2:11][CH2:12][Br:13])[C@H:8]([OH:7])[C@H:17]2[OH:18])[O:40][C@H:39]([CH2:41][OH:42])[C@H:34]([OH:35])[C@H:29]([OH:30])[C@H:24]1[OH:25], predict the reactants needed to synthesize it. The reactants are: C[O-].[Na+].C([O:7][C@@H:8]1[C@@H:17]([O:18]C(=O)C)[C@H:16]([O:22][C@@H:23]2[O:40][C@H:39]([CH2:41][O:42]C(=O)C)[C@H:34]([O:35]C(=O)C)[C@H:29]([O:30]C(=O)C)[C@H:24]2[O:25]C(=O)C)[C@@H:15]([CH2:46][O:47]C(=O)C)[O:14][C@H:9]1[O:10][CH2:11][CH2:12][Br:13])(=O)C. (4) Given the product [F:9][C:8]([F:11])([F:10])[C:5]1[N:4]=[N:3][C:2]([C:20]2[CH:21]=[C:22]3[C:26](=[CH:27][CH:28]=2)[N:25]([S:29]([C:32]2[CH:39]=[CH:38][C:35]([C:36]#[N:37])=[CH:34][CH:33]=2)(=[O:31])=[O:30])[CH2:24][CH2:23]3)=[CH:7][CH:6]=1, predict the reactants needed to synthesize it. The reactants are: Cl[C:2]1[N:3]=[N:4][C:5]([C:8]([F:11])([F:10])[F:9])=[CH:6][CH:7]=1.CC1(C)C(C)(C)OB([C:20]2[CH:21]=[C:22]3[C:26](=[CH:27][CH:28]=2)[N:25]([S:29]([C:32]2[CH:39]=[CH:38][C:35]([C:36]#[N:37])=[CH:34][CH:33]=2)(=[O:31])=[O:30])[CH2:24][CH2:23]3)O1.C(=O)([O-])[O-].[Cs+].[Cs+].[B-](F)(F)(F)F.CC([PH+](C(C)(C)C)C(C)(C)C)(C)C. (5) Given the product [N:16]1[CH:17]=[CH:18][C:13]([CH2:12][S:11][C:10]2[C:5]([C:3]([OH:4])=[O:2])=[N:6][CH:7]=[CH:8][N:9]=2)=[CH:14][CH:15]=1, predict the reactants needed to synthesize it. The reactants are: C[O:2][C:3]([C:5]1[C:10]([S:11][CH2:12][C:13]2[CH:18]=[CH:17][N:16]=[CH:15][CH:14]=2)=[N:9][CH:8]=[CH:7][N:6]=1)=[O:4].[OH-].[Na+]. (6) Given the product [NH2:1][C:4]1[CH:8]=[CH:7][N:6]([CH2:9][CH2:10][C:11]2[CH:12]=[CH:13][CH:14]=[CH:15][CH:16]=2)[N:5]=1, predict the reactants needed to synthesize it. The reactants are: [N+:1]([C:4]1[CH:8]=[CH:7][N:6]([CH2:9][CH2:10][C:11]2[CH:16]=[CH:15][CH:14]=[CH:13][CH:12]=2)[N:5]=1)([O-])=O.